Regression. Given two drug SMILES strings and cell line genomic features, predict the synergy score measuring deviation from expected non-interaction effect. From a dataset of NCI-60 drug combinations with 297,098 pairs across 59 cell lines. (1) Drug 1: CC12CCC3C(C1CCC2=O)CC(=C)C4=CC(=O)C=CC34C. Drug 2: C(CCl)NC(=O)N(CCCl)N=O. Cell line: CAKI-1. Synergy scores: CSS=15.5, Synergy_ZIP=-1.35, Synergy_Bliss=-2.97, Synergy_Loewe=-10.4, Synergy_HSA=-3.19. (2) Drug 1: C1CCC(C1)C(CC#N)N2C=C(C=N2)C3=C4C=CNC4=NC=N3. Drug 2: CC1=C2C(C(=O)C3(C(CC4C(C3C(C(C2(C)C)(CC1OC(=O)C(C(C5=CC=CC=C5)NC(=O)OC(C)(C)C)O)O)OC(=O)C6=CC=CC=C6)(CO4)OC(=O)C)OC)C)OC. Cell line: HCT-15. Synergy scores: CSS=80.1, Synergy_ZIP=33.7, Synergy_Bliss=29.7, Synergy_Loewe=-34.8, Synergy_HSA=29.0.